This data is from Full USPTO retrosynthesis dataset with 1.9M reactions from patents (1976-2016). The task is: Predict the reactants needed to synthesize the given product. Given the product [Cl:16][C:17]1[CH:23]=[C:22]([S:24]([C:27]([F:28])([F:29])[F:30])(=[O:26])=[O:25])[CH:21]=[CH:20][C:18]=1[NH:19][C:13]([C:4]1[CH:3]=[C:2]([Br:1])[C:11]2[C:6](=[CH:7][CH:8]=[CH:9][CH:10]=2)[C:5]=1[OH:12])=[O:15], predict the reactants needed to synthesize it. The reactants are: [Br:1][C:2]1[C:11]2[C:6](=[CH:7][CH:8]=[CH:9][CH:10]=2)[C:5]([OH:12])=[C:4]([C:13]([OH:15])=O)[CH:3]=1.[Cl:16][C:17]1[CH:23]=[C:22]([S:24]([C:27]([F:30])([F:29])[F:28])(=[O:26])=[O:25])[CH:21]=[CH:20][C:18]=1[NH2:19].